This data is from Forward reaction prediction with 1.9M reactions from USPTO patents (1976-2016). The task is: Predict the product of the given reaction. (1) Given the reactants C([O:8][C:9]1[CH:10]=[CH:11][C:12]2[C:13]3[N:21]=[C:20]([Br:22])[CH:19]=[C:18]([C:23]([O:25][CH3:26])=[O:24])[C:14]=3[NH:15][C:16]=2[CH:17]=1)C1C=CC=CC=1, predict the reaction product. The product is: [Br:22][C:20]1[CH:19]=[C:18]([C:23]([O:25][CH3:26])=[O:24])[C:14]2[NH:15][C:16]3[CH:17]=[C:9]([OH:8])[CH:10]=[CH:11][C:12]=3[C:13]=2[N:21]=1. (2) Given the reactants [CH3:1][O:2][C:3]([C:5]1[S:6][C:7]([C:14]2[CH:19]=[CH:18][CH:17]=[CH:16][CH:15]=2)=[CH:8][C:9]=1[NH:10][CH:11]([CH3:13])[CH3:12])=[O:4].[C:20]([O:23][C@H:24]1[CH2:29][C@H:28]([CH3:30])[CH2:27][CH2:26][C@H:25]1[C:31](Cl)=[O:32])(=[O:22])[CH3:21].C1C=CC(P(C2C=CC=CC=2)C2C=CC=CC=2)=CC=1.C([O-])(O)=O.[Na+], predict the reaction product. The product is: [CH3:1][O:2][C:3]([C:5]1[S:6][C:7]([C:14]2[CH:15]=[CH:16][CH:17]=[CH:18][CH:19]=2)=[CH:8][C:9]=1[N:10]([CH:11]([CH3:13])[CH3:12])[C:31]([C@@H:25]1[CH2:26][CH2:27][C@@H:28]([CH3:30])[CH2:29][C@@H:24]1[O:23][C:20](=[O:22])[CH3:21])=[O:32])=[O:4].